From a dataset of Peptide-MHC class II binding affinity with 134,281 pairs from IEDB. Regression. Given a peptide amino acid sequence and an MHC pseudo amino acid sequence, predict their binding affinity value. This is MHC class II binding data. (1) The peptide sequence is QWAQDLTLPWQSGSG. The MHC is DRB1_0901 with pseudo-sequence DRB1_0901. The binding affinity (normalized) is 0.412. (2) The peptide sequence is PGVDYTITVYAVTYY. The MHC is DRB1_1201 with pseudo-sequence DRB1_1201. The binding affinity (normalized) is 0.541. (3) The peptide sequence is TLTAFGFASADLIEI. The MHC is DRB1_0405 with pseudo-sequence DRB1_0405. The binding affinity (normalized) is 0.463.